Predict the reaction yield, written as a fraction of the theoretical maximum amount of product (1.0 means a 100% yield; for example, 0.34 means a 34% yield). From a dataset of Reaction yield outcomes from USPTO patents with 853,638 reactions. (1) The product is [CH3:10][C:8]1([CH3:11])[CH2:7][C:6]2[CH:12]=[C:2]([N:30]3[CH2:31][CH2:32][N:27]([C:21]4[CH:26]=[CH:25][CH:24]=[CH:23][CH:22]=4)[CH2:28][CH2:29]3)[C:3]([C:14]3[CH:19]=[CH:18][C:17]([CH3:20])=[CH:16][CH:15]=3)=[C:4]([CH3:13])[C:5]=2[O:9]1. The reactants are Br[C:2]1[C:3]([C:14]2[CH:19]=[CH:18][C:17]([CH3:20])=[CH:16][CH:15]=2)=[C:4]([CH3:13])[C:5]2[O:9][C:8]([CH3:11])([CH3:10])[CH2:7][C:6]=2[CH:12]=1.[C:21]1([N:27]2[CH2:32][CH2:31][NH:30][CH2:29][CH2:28]2)[CH:26]=[CH:25][CH:24]=[CH:23][CH:22]=1. The yield is 0.110. No catalyst specified. (2) The reactants are [O:1]=[C:2]1[C:11]2[C:6](=[CH:7][CH:8]=[CH:9][C:10]=2[C:12]([F:15])([F:14])[F:13])[NH:5][CH:4]=[C:3]1[C:16]([O:18]CC)=[O:17].[OH-].[Na+]. The catalyst is [Pd]. The product is [O:1]=[C:2]1[C:11]2[C:6](=[CH:7][CH:8]=[CH:9][C:10]=2[C:12]([F:15])([F:13])[F:14])[NH:5][CH:4]=[C:3]1[C:16]([OH:18])=[O:17]. The yield is 0.920. (3) The reactants are [NH2:1][C:2]1[CH:13]=[CH:12][C:5]2[C:6](=O)[NH:7][S:8](=[O:10])(=[O:9])[C:4]=2[CH:3]=1.CN(C)C=O.Cl.C(=O)(O)[O-].[Na+]. The catalyst is C(O)C.[Zn]. The product is [NH2:1][C:2]1[CH:13]=[CH:12][C:5]2[CH2:6][NH:7][S:8](=[O:10])(=[O:9])[C:4]=2[CH:3]=1. The yield is 0.385. (4) The reactants are Cl.[CH:2]1([CH2:5][N:6]([CH2:19][CH:20]2[CH2:25][CH2:24][O:23][CH2:22][CH2:21]2)[C:7]2[C:8]([CH2:17][CH3:18])=[N:9][N:10]3[C:15](I)=[CH:14][CH:13]=[CH:12][C:11]=23)[CH2:4][CH2:3]1.[OH:26][CH2:27][C:28]1[CH:33]=[C:32]([O:34][CH3:35])[C:31](B(O)O)=[C:30]([O:39][CH3:40])[CH:29]=1.C1(P(C2C=CC=CC=2)C2C=CC=CC=2)C=CC=CC=1.C(=O)([O-])[O-].[K+].[K+]. The catalyst is C([O-])(=O)C.[Pd+2].C([O-])(=O)C.C1(C)C=CC=CC=1.O.COCCOC. The product is [CH:2]1([CH2:5][N:6]([CH2:19][CH:20]2[CH2:25][CH2:24][O:23][CH2:22][CH2:21]2)[C:7]2[C:8]([CH2:17][CH3:18])=[N:9][N:10]3[C:15]([C:31]4[C:30]([O:39][CH3:40])=[CH:29][C:28]([CH2:27][OH:26])=[CH:33][C:32]=4[O:34][CH3:35])=[CH:14][CH:13]=[CH:12][C:11]=23)[CH2:4][CH2:3]1. The yield is 0.899. (5) The reactants are [CH3:1][C:2]([C:6]1[CH:10]=[C:9]([C:11]2[CH:16]=[CH:15][CH:14]=[CH:13][CH:12]=2)[NH:8][N:7]=1)([CH3:5])[CH2:3][NH2:4].[F:17][C:18]([F:34])([F:33])[C:19]1[O:23][N:22]=[C:21]([C:24]2[CH:25]=[C:26]([CH:30]=[CH:31][CH:32]=2)[C:27](O)=[O:28])[N:20]=1. No catalyst specified. The product is [CH3:5][C:2]([C:6]1[NH:7][N:8]=[C:9]([C:11]2[CH:16]=[CH:15][CH:14]=[CH:13][CH:12]=2)[CH:10]=1)([CH3:1])[CH2:3][NH:4][C:27](=[O:28])[C:26]1[CH:30]=[CH:31][CH:32]=[C:24]([C:21]2[N:20]=[C:19]([C:18]([F:34])([F:33])[F:17])[O:23][N:22]=2)[CH:25]=1. The yield is 0.110. (6) The catalyst is CC([O-])=O.CC([O-])=O.[Pd+2].C1(C)C=CC=CC=1. The reactants are Cl[C:2]1[CH:7]=[CH:6][CH:5]=[C:4](Cl)[C:3]=1[C:9]1[N:13]2[C:14]3[CH:15]=[CH:16][CH:17]=[CH:18][C:19]=3[C:20]3[CH:21]=[CH:22][CH:23]=[CH:24][C:25]=3[C:12]2=[N:11][CH:10]=1.[CH:26]1(P([CH:26]2[CH2:31][CH2:30][CH2:29][CH2:28][CH2:27]2)C2C=CC=CC=2C2C(OC)=CC=CC=2OC)[CH2:31][CH2:30][CH2:29][CH2:28][CH2:27]1.[O-]P([O-])([O-])=O.[K+].[K+].[K+]. The yield is 0.620. The product is [C:26]1([C:2]2[CH:7]=[CH:6][CH:5]=[C:4]([C:2]3[CH:7]=[CH:6][CH:5]=[CH:4][CH:3]=3)[C:3]=2[C:9]2[N:13]3[C:14]4[CH:15]=[CH:16][CH:17]=[CH:18][C:19]=4[C:20]4[CH:21]=[CH:22][CH:23]=[CH:24][C:25]=4[C:12]3=[N:11][CH:10]=2)[CH:31]=[CH:30][CH:29]=[CH:28][CH:27]=1. (7) The reactants are Cl[C:2]1[N:3]=[C:4]([NH2:21])[C:5]2[S:10][CH:9]=[C:8]([C:11]3[CH:12]=[N:13][C:14]4[C:19]([CH:20]=3)=[CH:18][CH:17]=[CH:16][CH:15]=4)[C:6]=2[N:7]=1.[CH2:22]([N:24]1[CH2:29][CH2:28][N:27]([C:30]2[N:35]=[CH:34][C:33]([NH2:36])=[CH:32][CH:31]=2)[CH2:26][CH2:25]1)[CH3:23]. No catalyst specified. The product is [CH2:22]([N:24]1[CH2:25][CH2:26][N:27]([C:30]2[N:35]=[CH:34][C:33]([NH:36][C:2]3[N:3]=[C:4]([NH2:21])[C:5]4[S:10][CH:9]=[C:8]([C:11]5[CH:12]=[N:13][C:14]6[C:19]([CH:20]=5)=[CH:18][CH:17]=[CH:16][CH:15]=6)[C:6]=4[N:7]=3)=[CH:32][CH:31]=2)[CH2:28][CH2:29]1)[CH3:23]. The yield is 0.680.